This data is from Full USPTO retrosynthesis dataset with 1.9M reactions from patents (1976-2016). The task is: Predict the reactants needed to synthesize the given product. (1) Given the product [C:17]([O:20][CH2:16][C:12]1[CH:11]=[CH:10][C:9]([O:8][CH2:1][C:2]2[CH:7]=[CH:6][CH:5]=[CH:4][CH:3]=2)=[CH:14][N:13]=1)(=[O:19])[CH3:18], predict the reactants needed to synthesize it. The reactants are: [CH2:1]([O:8][C:9]1[CH:10]=[CH:11][C:12]([CH3:16])=[N+:13]([O-])[CH:14]=1)[C:2]1[CH:7]=[CH:6][CH:5]=[CH:4][CH:3]=1.[C:17]([O:20]C(=O)C)(=[O:19])[CH3:18]. (2) Given the product [NH2:1][N:12]1[C:8]([NH2:7])=[CH:9][C:10]([C:13]2[CH:18]=[CH:17][C:16]([F:19])=[CH:15][CH:14]=2)=[N:11]1, predict the reactants needed to synthesize it. The reactants are: [NH2:1]OS(O)(=O)=O.[NH2:7][C:8]1[NH:12][N:11]=[C:10]([C:13]2[CH:18]=[CH:17][C:16]([F:19])=[CH:15][CH:14]=2)[CH:9]=1.[OH-].[K+]. (3) Given the product [CH2:6]([N:13]1[CH2:30][CH2:29][CH2:28][C:16]([CH2:17][C:18]([OH:25])=[O:1])([CH2:21][C:20]([OH:24])=[O:31])[CH2:15][CH2:14]1)[C:7]1[CH:8]=[CH:9][CH:10]=[CH:11][CH:12]=1, predict the reactants needed to synthesize it. The reactants are: [OH:1]S(O)(=O)=O.[CH2:6]([N:13]1[CH2:30][CH2:29][CH2:28][C:16]2([CH:21](C#N)[C:20](=[O:24])N[C:18](=[O:25])[CH:17]2C#N)[CH2:15][CH2:14]1)[C:7]1[CH:12]=[CH:11][CH:10]=[CH:9][CH:8]=1.[OH-:31].[Na+].Cl.